Task: Binary Classification. Given a drug SMILES string, predict its activity (active/inactive) in a high-throughput screening assay against a specified biological target.. Dataset: HIV replication inhibition screening data with 41,000+ compounds from the AIDS Antiviral Screen (1) The drug is Cc1ccc(-c2c(C#N)c(S)n(NS(=O)(=O)c3ccccc3)c(=O)c2C#N)cc1. The result is 0 (inactive). (2) The compound is Cc1cn(C2CC(CO)C2O)c(=O)[nH]c1=O. The result is 0 (inactive). (3) The molecule is Cl.NC1CCCC(O)C1O. The result is 0 (inactive). (4) The result is 0 (inactive). The molecule is O=P1(Nc2ccc(C=C3C=Cc4ccccc43)cc2)NCCCO1. (5) The compound is CNC(=S)NNC(=O)NP(=O)(NC(=O)NNC(=S)NC)NC(=O)NNC(=S)NC. The result is 0 (inactive). (6) The drug is CC(=O)Nc1cccc(C(CC(=O)O)CC(=O)O)c1. The result is 0 (inactive).